From a dataset of Peptide-MHC class II binding affinity with 134,281 pairs from IEDB. Regression. Given a peptide amino acid sequence and an MHC pseudo amino acid sequence, predict their binding affinity value. This is MHC class II binding data. (1) The peptide sequence is RLKGKSCDDWLGGSV. The MHC is H-2-IAb with pseudo-sequence H-2-IAb. The binding affinity (normalized) is 0.0697. (2) The peptide sequence is VFTEIDSQDVDKS. The MHC is HLA-DPA10201-DPB10101 with pseudo-sequence HLA-DPA10201-DPB10101. The binding affinity (normalized) is 0.183. (3) The peptide sequence is YFPPPAAKEDFLGCL. The MHC is HLA-DQA10104-DQB10503 with pseudo-sequence HLA-DQA10104-DQB10503. The binding affinity (normalized) is 0.223.